From a dataset of Full USPTO retrosynthesis dataset with 1.9M reactions from patents (1976-2016). Predict the reactants needed to synthesize the given product. (1) The reactants are: [OH:1][CH2:2][CH2:3][NH:4][C:5](=[O:7])[CH3:6].[H-].[Na+].Cl[C:11]1[C:20]2[C:15](=[CH:16][CH:17]=[CH:18][C:19]=2[Cl:21])[CH:14]=[C:13]([C@@H:22]([NH:24][C:25]2[N:33]=[CH:32][N:31]=[C:30]3[C:26]=2[N:27]=[CH:28][N:29]3C(OC(C)(C)C)=O)[CH3:23])[N:12]=1.O. Given the product [N:33]1[C:25]([NH:24][C@H:22]([C:13]2[N:12]=[C:11]([O:1][CH2:2][CH2:3][NH:4][C:5](=[O:7])[CH3:6])[C:20]3[C:15]([CH:14]=2)=[CH:16][CH:17]=[CH:18][C:19]=3[Cl:21])[CH3:23])=[C:26]2[C:30]([NH:29][CH:28]=[N:27]2)=[N:31][CH:32]=1, predict the reactants needed to synthesize it. (2) The reactants are: Cl.Cl.[NH:3]1[CH2:8][CH2:7][CH:6]([CH:9]([C:24]2[CH:25]=[N:26][CH:27]=[CH:28][CH:29]=2)[CH2:10][NH:11][C:12]([C:14]2[C:15]([Cl:23])=[C:16]3[C:20](=[CH:21][CH:22]=2)[NH:19][CH:18]=[CH:17]3)=[O:13])[CH2:5][CH2:4]1.CCN(CC)CC.[CH3:37][S:38](Cl)(=[O:40])=[O:39]. Given the product [CH3:37][S:38]([N:3]1[CH2:8][CH2:7][CH:6]([CH:9]([C:24]2[CH:25]=[N:26][CH:27]=[CH:28][CH:29]=2)[CH2:10][NH:11][C:12]([C:14]2[C:15]([Cl:23])=[C:16]3[C:20](=[CH:21][CH:22]=2)[NH:19][CH:18]=[CH:17]3)=[O:13])[CH2:5][CH2:4]1)(=[O:40])=[O:39], predict the reactants needed to synthesize it.